From a dataset of Forward reaction prediction with 1.9M reactions from USPTO patents (1976-2016). Predict the product of the given reaction. (1) The product is: [Cl:2][C:3]1[CH:4]=[CH:5][C:6]([NH:9][C:10]2[C:15]([CH:16]=[O:17])=[N:14][CH:13]=[C:12]([N:21]3[C:25]([CH3:26])=[CH:24][C:23]([CH3:27])=[N:22]3)[N:11]=2)=[CH:7][CH:8]=1. Given the reactants Cl.[Cl:2][C:3]1[CH:8]=[CH:7][C:6]([NH:9][C:10]2[C:15]([CH:16]3OCC[O:17]3)=[N:14][CH:13]=[C:12]([N:21]3[C:25]([CH3:26])=[CH:24][C:23]([CH3:27])=[N:22]3)[N:11]=2)=[CH:5][CH:4]=1, predict the reaction product. (2) Given the reactants [CH:1]1([N:4]([CH:6]2[C:15]3[C:10](=[CH:11][C:12]([C:17]#[CH:18])=[C:13]([CH3:16])[CH:14]=3)[C:9]([CH3:20])([CH3:19])[CH2:8][CH2:7]2)[CH3:5])[CH2:3][CH2:2]1.[CH3:21][O:22][C:23](=[O:52])[C:24]([C:27]1[CH:32]=[CH:31][C:30](C#CC2C=C(C3CC3)C3OC4(CC4)CC(C)(C)C=3C=2)=[CH:29][CH:28]=1)([CH3:26])[CH3:25].C(N(CC)CC)C.C(OCC)(=O)C, predict the reaction product. The product is: [CH3:21][O:22][C:23](=[O:52])[C:24]([C:27]1[CH:28]=[CH:29][C:30]([C:18]#[C:17][C:12]2[C:13]([CH3:16])=[CH:14][C:15]3[CH:6]([N:4]([CH:1]4[CH2:3][CH2:2]4)[CH3:5])[CH2:7][CH2:8][C:9]([CH3:20])([CH3:19])[C:10]=3[CH:11]=2)=[CH:31][CH:32]=1)([CH3:26])[CH3:25]. (3) Given the reactants [NH2:1][C:2]1[CH:7]=[CH:6][C:5]([N:8]2[CH:13]=[CH:12][C:11]3[O:14][CH:15]=[CH:16][C:10]=3[C:9]2=[O:17])=[CH:4][CH:3]=1.Cl.Cl[CH2:20][CH2:21][NH:22][CH2:23][CH2:24]Cl.C(=O)([O-])[O-].[K+].[K+], predict the reaction product. The product is: [N:1]1([C:2]2[CH:3]=[CH:4][C:5]([N:8]3[CH:13]=[CH:12][C:11]4[O:14][CH:15]=[CH:16][C:10]=4[C:9]3=[O:17])=[CH:6][CH:7]=2)[CH2:24][CH2:23][NH:22][CH2:21][CH2:20]1.